This data is from Full USPTO retrosynthesis dataset with 1.9M reactions from patents (1976-2016). The task is: Predict the reactants needed to synthesize the given product. Given the product [CH:11]([N:8]1[C:9]2[CH:10]=[C:2]([C:37]3[CH:42]=[N:41][C:40]([N:43]4[CH2:44][CH2:45][NH:46][CH2:47][CH2:48]4)=[CH:39][CH:38]=3)[CH:3]=[C:4]([C:14]([NH:16][CH2:17][C:18]3[C:19](=[O:28])[NH:20][C:21]([CH3:27])=[CH:22][C:23]=3[CH:24]([CH3:26])[CH3:25])=[O:15])[C:5]=2[CH:6]=[N:7]1)([CH3:13])[CH3:12], predict the reactants needed to synthesize it. The reactants are: Br[C:2]1[CH:3]=[C:4]([C:14]([NH:16][CH2:17][C:18]2[C:19](=[O:28])[NH:20][C:21]([CH3:27])=[CH:22][C:23]=2[CH:24]([CH3:26])[CH3:25])=[O:15])[C:5]2[CH:6]=[N:7][N:8]([CH:11]([CH3:13])[CH3:12])[C:9]=2[CH:10]=1.CC1(C)C(C)(C)OB([C:37]2[CH:38]=[CH:39][C:40]([N:43]3[CH2:48][CH2:47][NH:46][CH2:45][CH2:44]3)=[N:41][CH:42]=2)O1.C(=O)(O)[O-].[Na+].